From a dataset of Forward reaction prediction with 1.9M reactions from USPTO patents (1976-2016). Predict the product of the given reaction. (1) Given the reactants [Br:1][C:2]1[CH:11]=[CH:10][C:5]2[NH:6][CH2:7][CH2:8][O:9][C:4]=2[CH:3]=1.[C:12](N1C=CN=C1)([N:14]1C=CN=C1)=[S:13].N, predict the reaction product. The product is: [Br:1][C:2]1[CH:11]=[CH:10][C:5]2[N:6]([C:12](=[S:13])[NH2:14])[CH2:7][CH2:8][O:9][C:4]=2[CH:3]=1. (2) Given the reactants [Mg+2].[Cl-].[Cl-].C(O)(=O)CC(O)=O.C([K])C.[C:14]([N:24]1[CH2:31][CH2:30][CH2:29][C@H:25]1[C:26]([OH:28])=O)([O:16][CH2:17][C:18]1[CH:23]=[CH:22][CH:21]=[CH:20][CH:19]=1)=[O:15].C1N=CN(C(N2C=NC=C2)=O)C=1.[C:44]([O:50][CH2:51][CH3:52])(=[O:49])[CH2:45]C([O-])=O.Cl, predict the reaction product. The product is: [CH2:51]([O:50][C:44](=[O:49])[CH2:45][C:26]([C@@H:25]1[CH2:29][CH2:30][CH2:31][N:24]1[C:14]([O:16][CH2:17][C:18]1[CH:19]=[CH:20][CH:21]=[CH:22][CH:23]=1)=[O:15])=[O:28])[CH3:52]. (3) Given the reactants [NH:1]1[CH2:8][CH2:7][CH2:6][C@H:2]1[C:3]([OH:5])=[O:4].S(Cl)([Cl:11])=O.[CH2:13](O)[CH3:14], predict the reaction product. The product is: [ClH:11].[NH:1]1[CH2:8][CH2:7][CH2:6][CH:2]1[C:3]([O:5][CH2:13][CH3:14])=[O:4]. (4) Given the reactants [NH2:1][C:2]1[O:6][C:5]([C:7]2[N:8]=[C:9]([CH:32]3[CH2:37][CH2:36][CH2:35][CH2:34][CH2:33]3)[N:10]([C:20]3[C:25]([F:26])=[C:24]([Cl:27])[CH:23]=[CH:22][C:21]=3[CH2:28][C:29]([OH:31])=O)[C:11]=2[C:12]2[CH:17]=[CH:16][C:15]([F:18])=[C:14]([Cl:19])[CH:13]=2)=[N:4][N:3]=1.Cl.CN.C[CH2:42][N:43](CC)CC.C(P1(=O)OP(=O)(CCC)OP(=O)(CCC)O1)CC, predict the reaction product. The product is: [NH2:1][C:2]1[O:6][C:5]([C:7]2[N:8]=[C:9]([CH:32]3[CH2:37][CH2:36][CH2:35][CH2:34][CH2:33]3)[N:10]([C:20]3[C:25]([F:26])=[C:24]([Cl:27])[CH:23]=[CH:22][C:21]=3[CH2:28][C:29]([NH:43][CH3:42])=[O:31])[C:11]=2[C:12]2[CH:17]=[CH:16][C:15]([F:18])=[C:14]([Cl:19])[CH:13]=2)=[N:4][N:3]=1. (5) Given the reactants [F:1][C:2]1[CH:7]=[CH:6][C:5]([N:8]([CH3:22])[C:9]2[CH:10]=[N:11][C:12]([NH:15][C:16]3[CH:21]=[CH:20][CH:19]=[CH:18][CH:17]=3)=[N:13][CH:14]=2)=[CH:4][CH:3]=1.ClC1N=CC(Br)=CN=1.[CH3:31][O:32]C1C=CC=C(N)C=1, predict the reaction product. The product is: [F:1][C:2]1[CH:3]=[CH:4][C:5]([N:8]([CH3:22])[C:9]2[CH:14]=[N:13][C:12]([NH:15][C:16]3[CH:21]=[CH:20][CH:19]=[C:18]([O:32][CH3:31])[CH:17]=3)=[N:11][CH:10]=2)=[CH:6][CH:7]=1. (6) Given the reactants CC(C)([O-])C.[K+].[NH:7]1[C:15]2[C:10](=[CH:11][CH:12]=[CH:13][CH:14]=2)[C:9]([CH2:16][C:17]([NH2:19])=[O:18])=[CH:8]1.C([O:22][C:23](=O)[C:24]([C:26]1[N:30]2[CH:31]=[C:32]([C:35]([C:48]3[CH:53]=[CH:52][CH:51]=[CH:50][CH:49]=3)([C:42]3[CH:47]=[CH:46][CH:45]=[CH:44][CH:43]=3)[O:36][SiH2:37][C:38]([CH3:41])([CH3:40])[CH3:39])[N:33]=[CH:34][C:29]2=[N:28][C:27]=1[CH3:54])=O)C.[NH4+].[Cl-].C1CCN2C(=NCCC2)CC1, predict the reaction product. The product is: [C:38]([SiH2:37][O:36][C:35]([C:42]1[CH:43]=[CH:44][CH:45]=[CH:46][CH:47]=1)([C:48]1[CH:53]=[CH:52][CH:51]=[CH:50][CH:49]=1)[C:32]1[N:33]=[CH:34][C:29]2[N:30]([C:26]([C:24]3[C:23](=[O:22])[NH:19][C:17](=[O:18])[C:16]=3[C:9]3[C:10]4[C:15](=[CH:14][CH:13]=[CH:12][CH:11]=4)[NH:7][CH:8]=3)=[C:27]([CH3:54])[N:28]=2)[CH:31]=1)([CH3:41])([CH3:39])[CH3:40]. (7) Given the reactants [CH2:1]([N:3]1[C:15]2[CH:14]=[CH:13][C:12]([C:16]([C:18]3[CH:23]=[CH:22][CH:21]=[CH:20][C:19]=3F)=[O:17])=[CH:11][C:10]=2[C:9]2[C:4]1=[CH:5][CH:6]=[C:7]([C:25](=[O:35])[C:26]1[C:31]([CH3:32])=[CH:30][C:29]([CH3:33])=[CH:28][C:27]=1[CH3:34])[CH:8]=2)[CH3:2].[F:36][C:37]([F:51])([C:40]([F:50])([F:49])[C:41]([F:48])([F:47])[C:42]([F:46])([F:45])[CH2:43][OH:44])[CH2:38][OH:39].[OH-:52].[Na+], predict the reaction product. The product is: [CH2:1]([N:3]1[C:15]2[CH:14]=[CH:13][C:12]([C:16]([C:18]3[CH:23]=[CH:22][CH:21]=[CH:20][C:19]=3[O:44][CH2:43][C:42]([F:45])([F:46])[C:41]([F:48])([F:47])[C:40]([F:49])([F:50])[C:37]([F:51])([F:36])[CH2:38][O:39][C:19]3[CH:20]=[CH:21][CH:22]=[CH:23][C:18]=3[C:16]([C:12]3[CH:13]=[CH:14][C:15]4[N:3]([CH2:1][CH3:2])[C:4]5[C:9]([C:10]=4[CH:11]=3)=[CH:8][C:7]([C:25](=[O:35])[C:26]3[C:31]([CH3:32])=[CH:30][C:29]([CH3:33])=[CH:28][C:27]=3[CH3:34])=[CH:6][CH:5]=5)=[O:52])=[O:17])=[CH:11][C:10]=2[C:9]2[C:4]1=[CH:5][CH:6]=[C:7]([C:25](=[O:35])[C:26]1[C:31]([CH3:32])=[CH:30][C:29]([CH3:33])=[CH:28][C:27]=1[CH3:34])[CH:8]=2)[CH3:2]. (8) Given the reactants [N+:1]([C:4]1[CH:9]=[CH:8][C:7]([S:10]([N:13]2[C:22]3[C:17](=[CH:18][CH:19]=[CH:20][CH:21]=3)[CH2:16][CH:15]([NH:23][C:24](=[O:30])[O:25][C:26]([CH3:29])([CH3:28])[CH3:27])[CH2:14]2)(=[O:12])=[O:11])=[CH:6][CH:5]=1)([O-])=O.[H][H], predict the reaction product. The product is: [NH2:1][C:4]1[CH:5]=[CH:6][C:7]([S:10]([N:13]2[C:22]3[C:17](=[CH:18][CH:19]=[CH:20][CH:21]=3)[CH2:16][CH:15]([NH:23][C:24](=[O:30])[O:25][C:26]([CH3:28])([CH3:27])[CH3:29])[CH2:14]2)(=[O:12])=[O:11])=[CH:8][CH:9]=1.